From a dataset of Full USPTO retrosynthesis dataset with 1.9M reactions from patents (1976-2016). Predict the reactants needed to synthesize the given product. (1) Given the product [Cl:1][C:2]1[CH:7]=[C:6]([N+:8]([O-:10])=[O:9])[CH:5]=[CH:4][C:3]=1[O:15][CH2:14][C:13]([F:17])([F:16])[F:12], predict the reactants needed to synthesize it. The reactants are: [Cl:1][C:2]1[CH:7]=[C:6]([N+:8]([O-:10])=[O:9])[CH:5]=[CH:4][C:3]=1F.[F:12][C:13]([F:17])([F:16])[CH2:14][OH:15].C(=O)([O-])[O-].[K+].[K+]. (2) The reactants are: [F:1][C:2]1[CH:3]=[C:4]([Mg]Br)[CH:5]=[C:6]([F:8])[CH:7]=1.Cl[C:12]1[CH:17]=[C:16]([Cl:18])[C:15]([C:19]([O:21][CH2:22][CH3:23])=[O:20])=[CH:14][N:13]=1.O.C(OCC)(=O)C. Given the product [Cl:18][C:16]1[C:15]([C:19]([O:21][CH2:22][CH3:23])=[O:20])=[CH:14][N:13]=[C:12]([C:4]2[CH:3]=[C:2]([F:1])[CH:7]=[C:6]([F:8])[CH:5]=2)[CH:17]=1, predict the reactants needed to synthesize it. (3) Given the product [CH2:1]([C:5]12[CH2:17][C:18](=[O:20])[CH:19]=[C:6]1[C:7]1[CH:8]=[CH:9][C:10]([O:14][CH3:15])=[CH:11][C:12]=1[CH2:13]2)[CH2:2][CH2:3][CH3:4], predict the reactants needed to synthesize it. The reactants are: [CH2:1]([C:5]1([CH2:17][C:18](=[O:20])[CH3:19])[CH2:13][C:12]2[C:7](=[CH:8][CH:9]=[C:10]([O:14][CH3:15])[CH:11]=2)[C:6]1=O)[CH2:2][CH2:3][CH3:4]. (4) The reactants are: [C:1]([O:5][C:6]([NH:8][CH2:9][C@H:10]1[CH2:15][CH2:14][C@H:13]([C:16]([NH:18][C@H:19]([C:37](=[O:50])[NH:38][C:39]2[CH:44]=[CH:43][C:42]([C:45]3[NH:49][N:48]=[N:47][N:46]=3)=[CH:41][CH:40]=2)[CH2:20][C:21]2[CH:22]=[CH:23][C:24]([CH3:36])=[C:25]([C:27]3[CH:32]=[CH:31][CH:30]=[C:29]([C:33](O)=[O:34])[CH:28]=3)[CH:26]=2)=[O:17])[CH2:12][CH2:11]1)=[O:7])([CH3:4])([CH3:3])[CH3:2].[NH2:51][CH:52]1[CH:57]2[CH:53]1[CH2:54][N:55]([C:58]([O:60][C:61]([CH3:64])([CH3:63])[CH3:62])=[O:59])[CH2:56]2.F[P-](F)(F)(F)(F)F.CN(C(ON1C2=NC=CC=C2N=N1)=[N+](C)C)C.C(N(CC)C(C)C)(C)C. Given the product [C:1]([O:5][C:6]([NH:8][CH2:9][C@H:10]1[CH2:15][CH2:14][C@H:13]([C:16]([NH:18][C@H:19]([C:37](=[O:50])[NH:38][C:39]2[CH:44]=[CH:43][C:42]([C:45]3[NH:49][N:48]=[N:47][N:46]=3)=[CH:41][CH:40]=2)[CH2:20][C:21]2[CH:22]=[CH:23][C:24]([CH3:36])=[C:25]([C:27]3[CH:32]=[CH:31][CH:30]=[C:29]([C:33]([NH:51][CH:52]4[CH:57]5[CH:53]4[CH2:54][N:55]([C:58]([O:60][C:61]([CH3:64])([CH3:63])[CH3:62])=[O:59])[CH2:56]5)=[O:34])[CH:28]=3)[CH:26]=2)=[O:17])[CH2:12][CH2:11]1)=[O:7])([CH3:4])([CH3:2])[CH3:3], predict the reactants needed to synthesize it. (5) Given the product [NH2:1][S:2]([C:5]1[CH:6]=[CH:7][C:8]([Cl:14])=[C:9]([CH:13]=1)[C:10]([NH:51][C:49]1[S:50][C:46]([CH:40]2[CH2:45][CH2:44][CH2:43][CH2:42][CH2:41]2)=[N:47][N:48]=1)=[O:12])(=[O:3])=[O:4], predict the reactants needed to synthesize it. The reactants are: [NH2:1][S:2]([C:5]1[CH:6]=[CH:7][C:8]([Cl:14])=[C:9]([CH:13]=1)[C:10]([OH:12])=O)(=[O:4])=[O:3].C1CCC(N=C=NC2CCCCC2)CC1.C1C=CC2N(O)N=NC=2C=1.[CH:40]1([C:46]2[S:50][C:49]([NH2:51])=[N:48][N:47]=2)[CH2:45][CH2:44][CH2:43][CH2:42][CH2:41]1.